From a dataset of Reaction yield outcomes from USPTO patents with 853,638 reactions. Predict the reaction yield, written as a fraction of the theoretical maximum amount of product (1.0 means a 100% yield; for example, 0.34 means a 34% yield). (1) The reactants are Br[C:2]1[CH:23]=[CH:22][C:5]2[C:6]3[N:7]([CH:11]=[C:12]([C:14]4[N:18]([CH:19]([CH3:21])[CH3:20])[N:17]=[CH:16][N:15]=4)[N:13]=3)[CH2:8][CH2:9][O:10][C:4]=2[CH:3]=1.[Si:24]([O:31][C:32]([CH3:45])([CH3:44])[CH2:33][N:34]1[CH:38]=[C:37]([Sn](C)(C)C)[N:36]=[C:35]1[CH3:43])([C:27]([CH3:30])([CH3:29])[CH3:28])([CH3:26])[CH3:25]. The catalyst is O1CCOCC1.C1C=CC([P]([Pd]([P](C2C=CC=CC=2)(C2C=CC=CC=2)C2C=CC=CC=2)([P](C2C=CC=CC=2)(C2C=CC=CC=2)C2C=CC=CC=2)[P](C2C=CC=CC=2)(C2C=CC=CC=2)C2C=CC=CC=2)(C2C=CC=CC=2)C2C=CC=CC=2)=CC=1. The product is [Si:24]([O:31][C:32]([CH3:45])([CH3:44])[CH2:33][N:34]1[CH:38]=[C:37]([C:2]2[CH:23]=[CH:22][C:5]3[C:6]4[N:7]([CH:11]=[C:12]([C:14]5[N:18]([CH:19]([CH3:21])[CH3:20])[N:17]=[CH:16][N:15]=5)[N:13]=4)[CH2:8][CH2:9][O:10][C:4]=3[CH:3]=2)[N:36]=[C:35]1[CH3:43])([C:27]([CH3:30])([CH3:29])[CH3:28])([CH3:26])[CH3:25]. The yield is 0.460. (2) The reactants are [H-].[Na+].[CH2:3](Br)[CH:4]=[CH2:5].C([C:10]1[CH:19]=[C:18]([Cl:20])[C:17]2[C:12](=CC=CC=2)[C:11]=1[OH:21])C=C.CN(C)[CH:24]=[O:25]. No catalyst specified. The product is [CH2:3]([O:21][C:11]1[CH:12]=[CH:17][C:18]([Cl:20])=[CH:19][C:10]=1[O:25][CH3:24])[CH:4]=[CH2:5]. The yield is 0.990. (3) The reactants are [CH2:1]([O:8][CH2:9][CH2:10][CH2:11][CH2:12][C:13]([O:15]C)=O)[C:2]1[CH:7]=[CH:6][CH:5]=[CH:4][CH:3]=1.[NH2:17][NH2:18]. The catalyst is CO. The product is [CH2:1]([O:8][CH2:9][CH2:10][CH2:11][CH2:12][C:13]([NH:17][NH2:18])=[O:15])[C:2]1[CH:7]=[CH:6][CH:5]=[CH:4][CH:3]=1. The yield is 0.840. (4) The reactants are [CH:1]([CH:3]([CH2:8][C:9]1[CH:10]=[N:11][CH:12]=[N:13][CH:14]=1)[C:4]([O:6]C)=O)=O.C([O-])([O-])=O.[K+].[K+].[Cl:21][C:22]1[CH:27]=[CH:26][C:25]([O:28][C:29]2[CH:34]=[CH:33][C:32]([CH2:35][CH2:36][N:37]([CH3:41])[C:38]([NH2:40])=[NH:39])=[CH:31][CH:30]=2)=[CH:24][C:23]=1[C:42]([F:45])([F:44])[F:43]. The catalyst is CN1C(=O)CCC1. The product is [Cl:21][C:22]1[CH:27]=[CH:26][C:25]([O:28][C:29]2[CH:34]=[CH:33][C:32]([CH2:35][CH2:36][N:37]([CH3:41])[C:38]3[NH:40][CH:1]=[C:3]([CH2:8][C:9]4[CH:10]=[N:11][CH:12]=[N:13][CH:14]=4)[C:4](=[O:6])[N:39]=3)=[CH:31][CH:30]=2)=[CH:24][C:23]=1[C:42]([F:43])([F:44])[F:45]. The yield is 0.224.